From a dataset of Reaction yield outcomes from USPTO patents with 853,638 reactions. Predict the reaction yield, written as a fraction of the theoretical maximum amount of product (1.0 means a 100% yield; for example, 0.34 means a 34% yield). The reactants are F[C:2]1[CH:9]=[CH:8][C:7]([C:10]2[CH:11]=[N:12][C:13]([NH:16][CH2:17][C:18]([C:21]3[CH:26]=[CH:25][C:24]([F:27])=[CH:23][CH:22]=3)([CH3:20])[CH3:19])=[N:14][CH:15]=2)=[CH:6][C:3]=1[C:4]#[N:5].[NH2:28][NH2:29]. The catalyst is C(O)CC. The product is [F:27][C:24]1[CH:23]=[CH:22][C:21]([C:18]([CH3:20])([CH3:19])[CH2:17][NH:16][C:13]2[N:12]=[CH:11][C:10]([C:7]3[CH:6]=[C:3]4[C:2](=[CH:9][CH:8]=3)[NH:29][N:28]=[C:4]4[NH2:5])=[CH:15][N:14]=2)=[CH:26][CH:25]=1. The yield is 0.420.